Dataset: Full USPTO retrosynthesis dataset with 1.9M reactions from patents (1976-2016). Task: Predict the reactants needed to synthesize the given product. Given the product [CH3:24][O:23][C:17]1[CH:16]=[C:15]([CH2:14][C:13]([N:10]2[CH2:11][CH2:12][C:8]([C:5]3[CH:4]=[CH:3][C:2]([NH:1][S:28]([CH2:26][CH3:27])(=[O:30])=[O:29])=[CH:7][CH:6]=3)=[N:9]2)=[O:25])[CH:20]=[CH:19][C:18]=1[O:21][CH3:22], predict the reactants needed to synthesize it. The reactants are: [NH2:1][C:2]1[CH:7]=[CH:6][C:5]([C:8]2[CH2:12][CH2:11][N:10]([C:13](=[O:25])[CH2:14][C:15]3[CH:20]=[CH:19][C:18]([O:21][CH3:22])=[C:17]([O:23][CH3:24])[CH:16]=3)[N:9]=2)=[CH:4][CH:3]=1.[CH2:26]([S:28](Cl)(=[O:30])=[O:29])[CH3:27].